Task: Predict the reactants needed to synthesize the given product.. Dataset: Full USPTO retrosynthesis dataset with 1.9M reactions from patents (1976-2016) (1) Given the product [F:24][C:20]1[C:17]2[CH2:18][CH2:19][CH:13]([N:11]3[CH:12]=[C:8]([C:4]4[CH:5]=[CH:6][CH:7]=[C:2]([C:33]5[CH:32]=[N:31][CH:36]=[CH:35][CH:34]=5)[CH:3]=4)[N:9]=[N:10]3)[C:14](=[O:30])[N:15]([CH2:25][C:26]([F:29])([F:28])[F:27])[C:16]=2[CH:23]=[CH:22][CH:21]=1, predict the reactants needed to synthesize it. The reactants are: Cl[C:2]1[CH:3]=[C:4]([C:8]2[N:9]=[N:10][N:11]([CH:13]3[CH2:19][CH2:18][C:17]4[C:20]([F:24])=[CH:21][CH:22]=[CH:23][C:16]=4[N:15]([CH2:25][C:26]([F:29])([F:28])[F:27])[C:14]3=[O:30])[CH:12]=2)[CH:5]=[CH:6][CH:7]=1.[N:31]1[CH:36]=[CH:35][CH:34]=[C:33](B(O)O)[CH:32]=1.[O-]P([O-])([O-])=O.[K+].[K+].[K+].COC1C=CC=C(OC)C=1C1C=CC=CC=1P(C1CCCCC1)C1CCCCC1. (2) Given the product [CH2:1]([N:8]1[CH2:13][CH2:12][C:11]([OH:16])([C:14]([O:23][CH3:22])=[O:18])[CH2:10][CH2:9]1)[C:2]1[CH:7]=[CH:6][CH:5]=[CH:4][CH:3]=1, predict the reactants needed to synthesize it. The reactants are: [CH2:1]([N:8]1[CH2:13][CH2:12][C:11]([OH:16])([C:14]#N)[CH2:10][CH2:9]1)[C:2]1[CH:7]=[CH:6][CH:5]=[CH:4][CH:3]=1.S(=O)(=O)(O)[OH:18].[C:22](=O)([O-])[O-:23].[Na+].[Na+]. (3) Given the product [Cl:1][C:2]1[CH:10]=[C:9]([C:11]([F:14])([F:13])[F:12])[C:5]([C:6]([NH2:25])=[O:7])=[CH:4][N:3]=1, predict the reactants needed to synthesize it. The reactants are: [Cl:1][C:2]1[CH:10]=[C:9]([C:11]([F:14])([F:13])[F:12])[C:5]([C:6](O)=[O:7])=[CH:4][N:3]=1.O=S(Cl)Cl.CCOC(C)=O.[NH4+:25].[OH-]. (4) The reactants are: O[CH2:2][CH2:3][CH2:4][C:5]1[CH:12]=[CH:11][C:8]([C:9]#[N:10])=[CH:7][CH:6]=1.C1(P(C2C=CC=CC=2)C2C=CC=CC=2)C=CC=CC=1.C(Br)(Br)(Br)[Br:33]. Given the product [Br:33][CH2:2][CH2:3][CH2:4][C:5]1[CH:12]=[CH:11][C:8]([C:9]#[N:10])=[CH:7][CH:6]=1, predict the reactants needed to synthesize it. (5) Given the product [Cl:19][C:18]1[C:13]([NH:12][CH:9]2[CH2:10][CH2:11][C:6]3([CH2:5][CH2:4][N:3]([C:32](=[O:33])[CH2:31][C:29]#[N:30])[CH2:2][CH2:1]3)[CH2:7][CH2:8]2)=[N:14][C:15]([NH:20][C:21]2[CH:22]=[N:23][N:24]([CH2:26][CH2:27][OH:28])[CH:25]=2)=[N:16][CH:17]=1, predict the reactants needed to synthesize it. The reactants are: [CH2:1]1[C:6]2([CH2:11][CH2:10][CH:9]([NH:12][C:13]3[C:18]([Cl:19])=[CH:17][N:16]=[C:15]([NH:20][C:21]4[CH:22]=[N:23][N:24]([CH2:26][CH2:27][OH:28])[CH:25]=4)[N:14]=3)[CH2:8][CH2:7]2)[CH2:5][CH2:4][NH:3][CH2:2]1.[C:29]([CH2:31][C:32](O)=[O:33])#[N:30].CN(C(ON1N=NC2C=CC=NC1=2)=[N+](C)C)C.F[P-](F)(F)(F)(F)F. (6) Given the product [N:11]1([CH2:17][CH2:18][CH2:19][NH:20][C:2]2[CH:7]=[CH:6][C:5]([N+:8]([O-:10])=[O:9])=[CH:4][N:3]=2)[CH2:16][CH2:15][O:14][CH2:13][CH2:12]1, predict the reactants needed to synthesize it. The reactants are: Cl[C:2]1[CH:7]=[CH:6][C:5]([N+:8]([O-:10])=[O:9])=[CH:4][N:3]=1.[N:11]1([CH2:17][CH2:18][CH2:19][NH2:20])[CH2:16][CH2:15][O:14][CH2:13][CH2:12]1. (7) Given the product [CH:1]1([C:6]2([CH2:14][CH2:15][C:16]3[CH:21]=[CH:20][C:19]([OH:22])=[C:18]([CH2:23][CH3:24])[CH:17]=3)[O:11][C:10](=[O:12])[C:9]([CH2:36][C:34]3[N:35]=[C:28]4[N:27]=[C:26]([CH3:25])[CH:31]=[C:30]([CH3:32])[N:29]4[N:33]=3)=[C:8]([OH:13])[CH2:7]2)[CH2:5][CH2:4][CH2:3][CH2:2]1, predict the reactants needed to synthesize it. The reactants are: [CH:1]1([C:6]2([CH2:14][CH2:15][C:16]3[CH:21]=[CH:20][C:19]([OH:22])=[C:18]([CH2:23][CH3:24])[CH:17]=3)[O:11][C:10](=[O:12])[CH2:9][C:8](=[O:13])[CH2:7]2)[CH2:5][CH2:4][CH2:3][CH2:2]1.[CH3:25][C:26]1[CH:31]=[C:30]([CH3:32])[N:29]2[N:33]=[C:34]([CH:36]=O)[N:35]=[C:28]2[N:27]=1. (8) Given the product [CH:1]1[CH:6]=[CH:5][C:4]([C@@H:7]2[N:16]([C:17]([O:19][C@@H:20]3[CH:25]4[CH2:24][CH2:23][N:22]([CH2:27][CH2:26]4)[CH2:21]3)=[O:18])[CH2:15][CH2:14][C:13]3[CH:12]=[CH:11][CH:10]=[CH:9][C:8]2=3)=[CH:3][CH:2]=1.[C:28]([O-:35])(=[O:34])/[CH:29]=[CH:30]\[C:31]([O-:33])=[O:32], predict the reactants needed to synthesize it. The reactants are: [CH:1]1[CH:2]=[CH:3][C:4]([C@@H:7]2[N:16]([C:17]([O:19][C@@H:20]3[CH:25]4[CH2:26][CH2:27][N:22]([CH2:23][CH2:24]4)[CH2:21]3)=[O:18])[CH2:15][CH2:14][C:13]3[CH:12]=[CH:11][CH:10]=[CH:9][C:8]2=3)=[CH:5][CH:6]=1.[C:28]([OH:35])(=[O:34])/[CH:29]=[CH:30]\[C:31]([OH:33])=[O:32]. (9) Given the product [NH:1]([C:71]([CH3:73])=[O:72])[C@H:2]([C:18]([NH:20][C@H:21]([C:26]([N:28]1[CH2:70][CH2:69][CH2:68][C@H:29]1[C:30]([NH:32][C@H:33]([C:58]([N:60]1[CH2:67][CH2:66][CH2:65][C@H:61]1[C:62]([NH:83][CH2:82][CH2:81][CH2:80][C:74]1[CH:79]=[CH:78][CH:77]=[CH:76][CH:75]=1)=[O:64])=[O:59])[CH2:34][CH2:35][CH2:36][NH:37][C:38](=[NH:57])[NH:39][S:40]([C:43]1[C:55]([CH3:56])=[C:54]2[C:48]([O:49][C:50]([CH2:53]2)([CH3:51])[CH3:52])=[C:46]([CH3:47])[C:44]=1[CH3:45])(=[O:42])=[O:41])=[O:31])=[O:27])[CH2:22][CH:23]([CH3:24])[CH3:25])=[O:19])[CH2:3][C:4]1[CH:9]=[CH:8][C:7]([O:10][CH2:11][C:94]2[CH:99]=[CH:98][CH:97]=[CH:96][CH:95]=2)=[CH:6][CH:5]=1, predict the reactants needed to synthesize it. The reactants are: [NH:1]([C:71]([CH3:73])=[O:72])[C@H:2]([C:18]([NH:20][C@H:21]([C:26]([N:28]1[CH2:70][CH2:69][CH2:68][C@H:29]1[C:30]([NH:32][C@H:33]([C:58]([N:60]1[CH2:67][CH2:66][CH2:65][C@H:61]1[C:62]([OH:64])=O)=[O:59])[CH2:34][CH2:35][CH2:36][NH:37][C:38](=[NH:57])[NH:39][S:40]([C:43]1[C:55]([CH3:56])=[C:54]2[C:48]([O:49][C:50]([CH2:53]2)([CH3:52])[CH3:51])=[C:46]([CH3:47])[C:44]=1[CH3:45])(=[O:42])=[O:41])=[O:31])=[O:27])[CH2:22][CH:23]([CH3:25])[CH3:24])=[O:19])[CH2:3][C:4]1[CH:9]=[CH:8][C:7]([O:10][CH2:11]C2C=CC=CC=2)=[CH:6][CH:5]=1.[C:74]1([CH2:80][CH2:81][CH2:82][NH2:83])[CH:79]=[CH:78][CH:77]=[CH:76][CH:75]=1.F[P-](F)(F)(F)(F)F.N1(O[P+](N(C)C)(N(C)C)N(C)C)[C:95]2[CH:96]=[CH:97][CH:98]=[CH:99][C:94]=2N=N1.CCN(C(C)C)C(C)C. (10) Given the product [CH3:15][C:4]1[C:1]2([CH2:2][CH2:3]2)[O:80][C@@H:79]([C:78]2[CH:81]=[CH:82][N:83]=[CH:84][C:77]=2[N+:74]([O-:76])=[O:75])[CH2:6][C:5]=1[O:7][Si:8]([CH2:9][CH3:10])([CH2:13][CH3:14])[CH2:11][CH3:12], predict the reactants needed to synthesize it. The reactants are: [C:1]1(=[C:4]([CH3:15])[C:5]([O:7][Si:8]([CH2:13][CH3:14])([CH2:11][CH3:12])[CH2:9][CH3:10])=[CH2:6])[CH2:3][CH2:2]1.CC(C)(C)/C(/O)=C/C(C(C(C(F)(F)F)(F)F)(F)F)=O.CC(C)(C)/C(/O)=C/C(C(C(C(F)(F)F)(F)F)(F)F)=O.CC(C)(C)/C(/O)=C/C(C(C(C(F)(F)F)(F)F)(F)F)=O.[Eu].[N+:74]([C:77]1[CH:84]=[N:83][CH:82]=[CH:81][C:78]=1[CH:79]=[O:80])([O-:76])=[O:75].